This data is from Reaction yield outcomes from USPTO patents with 853,638 reactions. The task is: Predict the reaction yield, written as a fraction of the theoretical maximum amount of product (1.0 means a 100% yield; for example, 0.34 means a 34% yield). (1) The reactants are [CH:1]([C:3]1[CH:8]=[CH:7][CH:6]=[CH:5][N:4]=1)=[CH2:2].[N+](=[CH:11][C:12]([O:14][CH2:15][CH3:16])=[O:13])=[N-]. The catalyst is C1(C)C=CC=CC=1. The product is [N:4]1[CH:5]=[CH:6][CH:7]=[CH:8][C:3]=1[C@@H:1]1[CH2:2][C@H:11]1[C:12]([O:14][CH2:15][CH3:16])=[O:13]. The yield is 0.440. (2) The reactants are [CH3:1][O:2][C:3]1[CH:8]=[CH:7][C:6]([C:9]2[NH:10][C:11](=O)[C:12]3[C:17]([CH:18]=2)=[CH:16][CH:15]=[CH:14][CH:13]=3)=[CH:5][CH:4]=1.P(Cl)(Cl)([Cl:22])=O. No catalyst specified. The product is [Cl:22][C:11]1[C:12]2[C:17](=[CH:16][CH:15]=[CH:14][CH:13]=2)[CH:18]=[C:9]([C:6]2[CH:7]=[CH:8][C:3]([O:2][CH3:1])=[CH:4][CH:5]=2)[N:10]=1. The yield is 0.960.